From a dataset of Drug-target binding data from BindingDB using IC50 measurements. Regression. Given a target protein amino acid sequence and a drug SMILES string, predict the binding affinity score between them. We predict pIC50 (pIC50 = -log10(IC50 in M); higher means more potent). Dataset: bindingdb_ic50. (1) The pIC50 is 5.3. The target protein sequence is MLASGMLLVALLVCLTVMVLMSVWQQRKSKGKLPPGPTPLPFIGNYLQLNTEQMYNSLMKISERYGPVFTIHLGPRRVVVLCGHDAVREALVDQAEEFSGRGEQATFDWVFKGYGVVFSNGERAKQLRRFSIATLRDFGVGKRGIEERIQEEAGFLIDALRGTGGANIDPTFFLSRTVSNVISSIVFGDRFDYKDKEFLSLLRMMLGIFQFTSTSTGQLYEMFSSVMKHLPGPQQQAFQLLQGLEDFIAKKVEHNQRTLDPNSPRDFIDSFLIRMQEEEKNPNTEFYLKNLVMTTLNLFIGGTETVSTTLRYGFLLLMKHPEVEAKVHEEIDRVIGKNRQPKFEDRAKMPYMEAVIHEIQRFGDVIPMSLARRVKKDTKFRDFFLPKGTEVFPMLGSVLRDPSFFSNPQDFNPQHFLNEKGQFKKSDAFVPFSIGKRNCFGEGLARMELFLFFTTVMQNFRLKSSQSPKDIDVSPKHVGFATIPRNYTMSFLPR. The small molecule is O=Cc1csc2ccc(Br)cc12. (2) The pIC50 is 7.1. The drug is COc1cccc(C2NC(=S)N(C)C3=C2C(=O)c2ccccc23)c1. The target protein (O75762) has sequence MKRSLRKMWRPGEKKEPQGVVYEDVPDDTEDFKESLKVVFEGSAYGLQNFNKQKKLKRCDDMDTFFLHYAAAEGQIELMEKITRDSSLEVLHEMDDYGNTPLHCAVEKNQIESVKFLLSRGANPNLRNFNMMAPLHIAVQGMNNEVMKVLLEHRTIDVNLEGENGNTAVIIACTTNNSEALQILLKKGAKPCKSNKWGCFPIHQAAFSGSKECMEIILRFGEEHGYSRQLHINFMNNGKATPLHLAVQNGDLEMIKMCLDNGAQIDPVEKGRCTAIHFAATQGATEIVKLMISSYSGSVDIVNTTDGCHETMLHRASLFDHHELADYLISVGADINKIDSEGRSPLILATASASWNIVNLLLSKGAQVDIKDNFGRNFLHLTVQQPYGLKNLRPEFMQMQQIKELVMDEDNDGCTPLHYACRQGGPGSVNNLLGFNVSIHSKSKDKKSPLHFAASYGRINTCQRLLQDISDTRLLNEGDLHGMTPLHLAAKNGHDKVVQL.... (3) The compound is CC(C)(C)c1cccc(-c2nc3cc(C(=N)N)ccc3[nH]2)c1. The target protein (P16497) has sequence MEQDTQHVKPLQTKTDIHAVLASNGRIIYISANSKLHLGYLQGEMIGSFLKTFLHEEDQFLVESYFYNEHHLMPCTFRFIKKDHTIVWVEAAVEIVTTRAERTEREIILKMKVLEEETGHQSLNCEKHEIEPASPESTTYITDDYERLVENLPSPLCISVKGKIVYVNSAMLSMLGAKSKDAIIGKSSYEFIEEEYHDIVKNRIIRMQKGMEVGMIEQTWKRLDGTPVHLEVKASPTVYKNQQAELLLLIDISSRKKFQTILQKSRERYQLLIQNSIDTIAVIHNGKWVFMNESGISLFEAATYEDLIGKNIYDQLHPCDHEDVKERIQNIAEQKTESEIVKQSWFTFQNRVIYTEMVCIPTTFFGEAAVQVILRDISERKQTEELMLKSEKLSIAGQLAAGIAHEIRNPLTAIKGFLQLMKPTMEGNEHYFDIVFSELSRIELILSELLMLAKPQQNAVKEYLNLKKLIGEVSALLETQANLNGIFIRTSYEKDSIYIN.... The pIC50 is 3.8.